Dataset: NCI-60 drug combinations with 297,098 pairs across 59 cell lines. Task: Regression. Given two drug SMILES strings and cell line genomic features, predict the synergy score measuring deviation from expected non-interaction effect. (1) Drug 1: C1CCC(C1)C(CC#N)N2C=C(C=N2)C3=C4C=CNC4=NC=N3. Drug 2: CN(C)N=NC1=C(NC=N1)C(=O)N. Cell line: NCI-H460. Synergy scores: CSS=2.25, Synergy_ZIP=-5.05, Synergy_Bliss=-2.77, Synergy_Loewe=-6.40, Synergy_HSA=-3.70. (2) Drug 1: C(=O)(N)NO. Drug 2: C1CC(=O)NC(=O)C1N2C(=O)C3=CC=CC=C3C2=O. Cell line: DU-145. Synergy scores: CSS=-3.66, Synergy_ZIP=1.39, Synergy_Bliss=-3.00, Synergy_Loewe=-2.32, Synergy_HSA=-6.75. (3) Drug 1: CN(C)C1=NC(=NC(=N1)N(C)C)N(C)C. Drug 2: C1CC(=O)NC(=O)C1N2C(=O)C3=CC=CC=C3C2=O. Cell line: HOP-92. Synergy scores: CSS=1.71, Synergy_ZIP=0.690, Synergy_Bliss=3.39, Synergy_Loewe=1.63, Synergy_HSA=1.91. (4) Drug 1: CC(C1=C(C=CC(=C1Cl)F)Cl)OC2=C(N=CC(=C2)C3=CN(N=C3)C4CCNCC4)N. Drug 2: C1=CC(=CC=C1C#N)C(C2=CC=C(C=C2)C#N)N3C=NC=N3. Cell line: U251. Synergy scores: CSS=0.332, Synergy_ZIP=-0.405, Synergy_Bliss=0.104, Synergy_Loewe=-0.112, Synergy_HSA=-0.275. (5) Drug 1: CN1CCC(CC1)COC2=C(C=C3C(=C2)N=CN=C3NC4=C(C=C(C=C4)Br)F)OC. Drug 2: CC12CCC3C(C1CCC2=O)CC(=C)C4=CC(=O)C=CC34C. Cell line: SK-MEL-2. Synergy scores: CSS=23.1, Synergy_ZIP=0.826, Synergy_Bliss=1.09, Synergy_Loewe=-7.40, Synergy_HSA=-0.293. (6) Drug 1: COC1=C(C=C2C(=C1)N=CN=C2NC3=CC(=C(C=C3)F)Cl)OCCCN4CCOCC4. Drug 2: C1CCC(CC1)NC(=O)N(CCCl)N=O. Cell line: RPMI-8226. Synergy scores: CSS=24.1, Synergy_ZIP=-7.76, Synergy_Bliss=-5.34, Synergy_Loewe=-15.5, Synergy_HSA=-4.84. (7) Drug 1: C1=CC(=CC=C1CC(C(=O)O)N)N(CCCl)CCCl.Cl. Drug 2: C1=CC=C(C=C1)NC(=O)CCCCCCC(=O)NO. Cell line: TK-10. Synergy scores: CSS=14.5, Synergy_ZIP=-3.72, Synergy_Bliss=-0.993, Synergy_Loewe=-17.3, Synergy_HSA=-2.90. (8) Drug 1: C1=NC2=C(N1)C(=S)N=C(N2)N. Drug 2: C1=CC(=CC=C1C#N)C(C2=CC=C(C=C2)C#N)N3C=NC=N3. Cell line: COLO 205. Synergy scores: CSS=5.42, Synergy_ZIP=-4.59, Synergy_Bliss=-9.91, Synergy_Loewe=-28.9, Synergy_HSA=-11.8. (9) Drug 1: CCC1(CC2CC(C3=C(CCN(C2)C1)C4=CC=CC=C4N3)(C5=C(C=C6C(=C5)C78CCN9C7C(C=CC9)(C(C(C8N6C)(C(=O)OC)O)OC(=O)C)CC)OC)C(=O)OC)O.OS(=O)(=O)O. Drug 2: C1CN(P(=O)(OC1)NCCCl)CCCl. Cell line: NCIH23. Synergy scores: CSS=3.74, Synergy_ZIP=1.89, Synergy_Bliss=1.31, Synergy_Loewe=4.39, Synergy_HSA=2.35.